Dataset: Peptide-MHC class II binding affinity with 134,281 pairs from IEDB. Task: Regression. Given a peptide amino acid sequence and an MHC pseudo amino acid sequence, predict their binding affinity value. This is MHC class II binding data. (1) The peptide sequence is AEEVEKIEKTEEPAP. The MHC is HLA-DPA10103-DPB10401 with pseudo-sequence HLA-DPA10103-DPB10401. The binding affinity (normalized) is 0.0339. (2) The peptide sequence is KGDGEKLTNTKGLHH. The MHC is DRB1_0101 with pseudo-sequence DRB1_0101. The binding affinity (normalized) is 0. (3) The peptide sequence is AFILDGDNYFPKV. The MHC is HLA-DQA10501-DQB10201 with pseudo-sequence HLA-DQA10501-DQB10201. The binding affinity (normalized) is 0.581.